This data is from TCR-epitope binding with 47,182 pairs between 192 epitopes and 23,139 TCRs. The task is: Binary Classification. Given a T-cell receptor sequence (or CDR3 region) and an epitope sequence, predict whether binding occurs between them. (1) The epitope is RIFTIGTVTLK. The TCR CDR3 sequence is CASSQAISGDTQYF. Result: 0 (the TCR does not bind to the epitope). (2) The epitope is YLQPRTFLL. The TCR CDR3 sequence is CASIGLNTGELFF. Result: 1 (the TCR binds to the epitope). (3) The epitope is IYSKHTPINL. The TCR CDR3 sequence is CASSLLDRKTQYF. Result: 1 (the TCR binds to the epitope). (4) The epitope is NEGVKAAW. The TCR CDR3 sequence is CASSLLWTDREQFF. Result: 0 (the TCR does not bind to the epitope). (5) The epitope is HLVDFQVTI. The TCR CDR3 sequence is CASSLATSGGAFGTDTQYF. Result: 0 (the TCR does not bind to the epitope).